Dataset: NCI-60 drug combinations with 297,098 pairs across 59 cell lines. Task: Regression. Given two drug SMILES strings and cell line genomic features, predict the synergy score measuring deviation from expected non-interaction effect. (1) Synergy scores: CSS=45.8, Synergy_ZIP=-0.360, Synergy_Bliss=-1.79, Synergy_Loewe=-12.4, Synergy_HSA=-0.560. Cell line: NCI/ADR-RES. Drug 2: C1CN1C2=NC(=NC(=N2)N3CC3)N4CC4. Drug 1: CS(=O)(=O)CCNCC1=CC=C(O1)C2=CC3=C(C=C2)N=CN=C3NC4=CC(=C(C=C4)OCC5=CC(=CC=C5)F)Cl. (2) Drug 1: C1=CN(C(=O)N=C1N)C2C(C(C(O2)CO)O)O.Cl. Drug 2: CC1=C(C=C(C=C1)C(=O)NC2=CC(=CC(=C2)C(F)(F)F)N3C=C(N=C3)C)NC4=NC=CC(=N4)C5=CN=CC=C5. Cell line: SNB-75. Synergy scores: CSS=-1.23, Synergy_ZIP=1.28, Synergy_Bliss=0.665, Synergy_Loewe=-1.98, Synergy_HSA=-2.51. (3) Drug 1: CC(C)(C#N)C1=CC(=CC(=C1)CN2C=NC=N2)C(C)(C)C#N. Drug 2: C1=NC2=C(N=C(N=C2N1C3C(C(C(O3)CO)O)F)Cl)N. Cell line: HCT-15. Synergy scores: CSS=3.05, Synergy_ZIP=1.95, Synergy_Bliss=4.23, Synergy_Loewe=1.21, Synergy_HSA=2.49. (4) Drug 1: C1CC(=O)NC(=O)C1N2C(=O)C3=CC=CC=C3C2=O. Drug 2: COC1=C2C(=CC3=C1OC=C3)C=CC(=O)O2. Cell line: SNB-19. Synergy scores: CSS=1.06, Synergy_ZIP=-0.831, Synergy_Bliss=-2.74, Synergy_Loewe=-4.86, Synergy_HSA=-3.37. (5) Drug 1: C1CN(P(=O)(OC1)NCCCl)CCCl. Drug 2: C1C(C(OC1N2C=NC3=C2NC=NCC3O)CO)O. Cell line: T-47D. Synergy scores: CSS=2.23, Synergy_ZIP=-1.65, Synergy_Bliss=0.0617, Synergy_Loewe=-2.74, Synergy_HSA=-1.67. (6) Drug 1: C1CCC(CC1)NC(=O)N(CCCl)N=O. Drug 2: C1=CN(C=N1)CC(O)(P(=O)(O)O)P(=O)(O)O. Cell line: KM12. Synergy scores: CSS=20.1, Synergy_ZIP=-6.56, Synergy_Bliss=-6.79, Synergy_Loewe=1.53, Synergy_HSA=1.24.